From a dataset of Catalyst prediction with 721,799 reactions and 888 catalyst types from USPTO. Predict which catalyst facilitates the given reaction. Reactant: [CH:1]1([CH2:4][N:5]([CH2:32][CH2:33][CH3:34])[C:6]2[N:11]=[CH:10][N:9]=[C:8]([C:12]([NH:14][C:15]3[CH:31]=[CH:30][C:18]([CH2:19][S:20]([CH2:23][CH2:24][C:25]([O:27]CC)=[O:26])(=[O:22])=[O:21])=[CH:17][CH:16]=3)=[O:13])[CH:7]=2)[CH2:3][CH2:2]1.Cl. Product: [CH:1]1([CH2:4][N:5]([CH2:32][CH2:33][CH3:34])[C:6]2[N:11]=[CH:10][N:9]=[C:8]([C:12]([NH:14][C:15]3[CH:31]=[CH:30][C:18]([CH2:19][S:20]([CH2:23][CH2:24][C:25]([OH:27])=[O:26])(=[O:22])=[O:21])=[CH:17][CH:16]=3)=[O:13])[CH:7]=2)[CH2:2][CH2:3]1. The catalyst class is: 1.